This data is from Full USPTO retrosynthesis dataset with 1.9M reactions from patents (1976-2016). The task is: Predict the reactants needed to synthesize the given product. (1) Given the product [CH2:1]([N:8]([CH2:20][CH2:21][CH2:22][OH:23])[C:9]([C:11]1[NH:12][C:13](=[O:19])[C:14]([Br:18])=[CH:15][C:16]=1[CH3:17])=[O:10])[C:2]1[CH:3]=[CH:4][CH:5]=[CH:6][CH:7]=1, predict the reactants needed to synthesize it. The reactants are: [CH2:1]([N:8]([CH2:20][CH2:21][CH2:22][O:23][Si](C(C)(C)C)(C)C)[C:9]([C:11]1[NH:12][C:13](=[O:19])[C:14]([Br:18])=[CH:15][C:16]=1[CH3:17])=[O:10])[C:2]1[CH:7]=[CH:6][CH:5]=[CH:4][CH:3]=1. (2) Given the product [Br:17][C:18]1[CH:19]=[C:20]([CH:21]=[CH:15][C:14]([C:11]2[CH:12]=[CH:13][C:8]([O:7][CH:2]3[CH2:3][CH2:4][CH2:5][CH2:6][O:1]3)=[CH:9][CH:10]=2)=[O:16])[CH:23]=[CH:24][CH:25]=1, predict the reactants needed to synthesize it. The reactants are: [O:1]1[CH2:6][CH2:5][CH2:4][CH2:3][CH:2]1[O:7][C:8]1[CH:13]=[CH:12][C:11]([C:14](=[O:16])[CH3:15])=[CH:10][CH:9]=1.[Br:17][C:18]1[CH:19]=[C:20]([CH:23]=[CH:24][CH:25]=1)[CH:21]=O.[OH-].[Na+].